This data is from Reaction yield outcomes from USPTO patents with 853,638 reactions. The task is: Predict the reaction yield, written as a fraction of the theoretical maximum amount of product (1.0 means a 100% yield; for example, 0.34 means a 34% yield). (1) The reactants are [NH2:1][CH2:2][C:3]1[CH:4]=[C:5]([C:9]2[N:14]=[C:13]([C:15]3[CH:19]=[CH:18][N:17]([Si](C(C)C)(C(C)C)C(C)C)[CH:16]=3)[C:12]3[N:30]=[C:31]([C:35]4[C:36]([NH2:40])=[N:37][O:38][N:39]=4)[N:32]([CH2:33][CH3:34])[C:11]=3[CH:10]=2)[CH:6]=[CH:7][CH:8]=1.CCCC[N+](CCCC)(CCCC)CCCC.[F-]. The catalyst is C1COCC1. The product is [NH2:1][CH2:2][C:3]1[CH:4]=[C:5]([C:9]2[N:14]=[C:13]([C:15]3[CH:19]=[CH:18][NH:17][CH:16]=3)[C:12]3[N:30]=[C:31]([C:35]4[C:36]([NH2:40])=[N:37][O:38][N:39]=4)[N:32]([CH2:33][CH3:34])[C:11]=3[CH:10]=2)[CH:6]=[CH:7][CH:8]=1. The yield is 0.910. (2) The catalyst is O.CO. The reactants are [CH2:1]([C:8]1[NH:9][C:10]2[C:15]([C:16](=[O:18])[CH:17]=1)=[CH:14][CH:13]=[CH:12][CH:11]=2)[CH2:2][CH2:3][CH2:4][CH2:5][CH2:6][CH3:7].C1N2CN3CN(C2)CN1C3.[C:29](O)(C(F)(F)F)=[O:30].Cl. The product is [CH:29]([C:17]1[C:16](=[O:18])[C:15]2[C:10](=[CH:11][CH:12]=[CH:13][CH:14]=2)[NH:9][C:8]=1[CH2:1][CH2:2][CH2:3][CH2:4][CH2:5][CH2:6][CH3:7])=[O:30]. The yield is 0.400. (3) The reactants are [CH3:1][CH:2]1[CH2:12][N:11]([C@@H:13]2[CH2:18][CH2:17][CH2:16][N:15]([C:19]([O:21][C:22]([CH3:25])([CH3:24])[CH3:23])=[O:20])[CH2:14]2)[C:10]2[C:26]3[C:3]1=[CH:4][N:5](COCC[Si](C)(C)C)[C:6]=3[N:7]=[CH:8][N:9]=2.C=C1CN([C@@H]2CCCN(C(OC(C)(C)C)=O)C2)C2C3C1=CNC=3N=CN=2. The catalyst is [Pd].C(O)C. The product is [CH3:1][CH:2]1[CH2:12][N:11]([C@@H:13]2[CH2:18][CH2:17][CH2:16][N:15]([C:19]([O:21][C:22]([CH3:25])([CH3:24])[CH3:23])=[O:20])[CH2:14]2)[C:10]2[C:26]3[C:3]1=[CH:4][NH:5][C:6]=3[N:7]=[CH:8][N:9]=2. The yield is 1.00. (4) The reactants are [CH3:1][O:2][CH2:3][C@H:4]([CH3:46])[O:5][C:6]1[CH:7]=[C:8]([CH:20]=[C:21]([C:23]2[NH:24][C:25]([C:28]3[O:29][C@@H:30]([CH2:34][O:35][Si](C(C)C)(C(C)C)C(C)C)[C@@H:31]([CH3:33])[N:32]=3)=[CH:26][CH:27]=2)[CH:22]=1)[O:9][C:10]1[CH:11]=[CH:12][C:13]([S:16]([CH3:19])(=[O:18])=[O:17])=[N:14][CH:15]=1.[F-].C([N+](CCCC)(CCCC)CCCC)CCC.O. The catalyst is O1CCCC1. The product is [CH3:1][O:2][CH2:3][C@H:4]([CH3:46])[O:5][C:6]1[CH:22]=[C:21]([C:23]2[NH:24][C:25]([C:28]3[O:29][C@@H:30]([CH2:34][OH:35])[C@@H:31]([CH3:33])[N:32]=3)=[CH:26][CH:27]=2)[CH:20]=[C:8]([O:9][C:10]2[CH:15]=[N:14][C:13]([S:16]([CH3:19])(=[O:17])=[O:18])=[CH:12][CH:11]=2)[CH:7]=1. The yield is 0.760. (5) The reactants are [Cl:1][C:2]1[CH:25]=[CH:24][CH:23]=[C:22]([Cl:26])[C:3]=1[C:4]([NH:6][CH:7]([CH2:12][C:13]1[CH:18]=[CH:17][C:16]([N+:19]([O-])=O)=[CH:15][CH:14]=1)[C:8]([O:10][CH3:11])=[O:9])=[O:5]. The catalyst is CO.[Pt]. The product is [NH2:19][C:16]1[CH:17]=[CH:18][C:13]([CH2:12][CH:7]([NH:6][C:4](=[O:5])[C:3]2[C:22]([Cl:26])=[CH:23][CH:24]=[CH:25][C:2]=2[Cl:1])[C:8]([O:10][CH3:11])=[O:9])=[CH:14][CH:15]=1. The yield is 1.00. (6) The reactants are [NH2:1][C@H:2]([C:7]([OH:9])=[O:8])[C:3]([SH:6])([CH3:5])[CH3:4].[OH-].[Na+].[CH3:12]I.Cl[C:15]([O:17][CH3:18])=[O:16]. The catalyst is CO. The product is [CH3:18][O:17][C:15]([NH:1][C@@H:2]([C:3]([CH3:5])([S:6][CH3:12])[CH3:4])[C:7]([OH:9])=[O:8])=[O:16]. The yield is 0.580.